This data is from Forward reaction prediction with 1.9M reactions from USPTO patents (1976-2016). The task is: Predict the product of the given reaction. (1) The product is: [CH2:3]([N:10]1[CH2:15][CH2:14][C:13]([N:17]2[C:21]3[CH:22]=[CH:23][CH:24]=[CH:25][C:20]=3[N:19]([CH3:1])[C:18]2=[O:26])([CH3:16])[CH2:12][CH2:11]1)[C:4]1[CH:9]=[CH:8][CH:7]=[CH:6][CH:5]=1. Given the reactants [CH3:1]I.[CH2:3]([N:10]1[CH2:15][CH2:14][C:13]([N:17]2[C:21]3[CH:22]=[CH:23][CH:24]=[CH:25][C:20]=3[NH:19][C:18]2=[O:26])([CH3:16])[CH2:12][CH2:11]1)[C:4]1[CH:9]=[CH:8][CH:7]=[CH:6][CH:5]=1.[H-].[Na+], predict the reaction product. (2) Given the reactants [O:1]1[CH:5]=[CH:4][C:3](B(O)O)=[CH:2]1.[N:9]1([CH2:14][C:15]2[CH:16]=[CH:17][C:18](Br)=[N:19][CH:20]=2)[CH:13]=[CH:12][N:11]=[CH:10]1, predict the reaction product. The product is: [O:1]1[CH:5]=[CH:4][C:3]([C:18]2[CH:17]=[CH:16][C:15]([CH2:14][N:9]3[CH:13]=[CH:12][N:11]=[CH:10]3)=[CH:20][N:19]=2)=[CH:2]1. (3) Given the reactants [F:1][C:2]([F:14])([F:13])[C:3]([C:5]1[C:6]2[CH:12]=[CH:11][S:10][C:7]=2[NH:8][CH:9]=1)=[O:4].C(=O)([O-])[O-].[K+].[K+].[Cl:21][C:22]1[CH:23]=[C:24]([C:30]([F:33])([F:32])[F:31])[CH:25]=[C:26]([Cl:29])[C:27]=1F, predict the reaction product. The product is: [Cl:21][C:22]1[CH:23]=[C:24]([C:30]([F:31])([F:32])[F:33])[CH:25]=[C:26]([Cl:29])[C:27]=1[N:8]1[CH:9]=[C:5]([C:3](=[O:4])[C:2]([F:1])([F:13])[F:14])[C:6]2[CH:12]=[CH:11][S:10][C:7]1=2. (4) Given the reactants Br[C:2]1[C:3]([N:22]([CH2:27][CH2:28][N:29]2[CH2:34][CH2:33][O:32][CH2:31][CH2:30]2)[S:23]([CH3:26])(=[O:25])=[O:24])=[CH:4][C:5]2[O:9][C:8]([C:10]3[CH:15]=[CH:14][C:13]([F:16])=[CH:12][CH:11]=3)=[C:7]([C:17]([NH:19][CH3:20])=[O:18])[C:6]=2[CH:21]=1.CC1(C)C(C)(C)OB([C:43]2[CH:44]=[C:45]([C:49]3[O:50][C:51]4[C:52]([N:57]=3)=[N:53][CH:54]=[CH:55][CH:56]=4)[CH:46]=[CH:47][CH:48]=2)O1.C([O-])([O-])=O.[K+].[K+], predict the reaction product. The product is: [F:16][C:13]1[CH:12]=[CH:11][C:10]([C:8]2[O:9][C:5]3[CH:4]=[C:3]([N:22]([CH2:27][CH2:28][N:29]4[CH2:30][CH2:31][O:32][CH2:33][CH2:34]4)[S:23]([CH3:26])(=[O:24])=[O:25])[C:2]([C:47]4[CH:48]=[CH:43][CH:44]=[C:45]([C:49]5[O:50][C:51]6[C:52]([N:57]=5)=[N:53][CH:54]=[CH:55][CH:56]=6)[CH:46]=4)=[CH:21][C:6]=3[C:7]=2[C:17]([NH:19][CH3:20])=[O:18])=[CH:15][CH:14]=1. (5) Given the reactants [Cl:1][C:2]1[CH:3]=[N:4][C:5]2[N:6]([N:8]=[C:9]([C:11]([OH:13])=O)[CH:10]=2)[CH:7]=1.[CH3:14][N:15]1[C:24]2[C:19](=[C:20]([CH3:25])[CH:21]=[CH:22][CH:23]=2)[CH2:18][CH2:17][NH:16]1, predict the reaction product. The product is: [Cl:1][C:2]1[CH:3]=[N:4][C:5]2[N:6]([N:8]=[C:9]([C:11]([N:16]3[CH2:17][CH2:18][C:19]4[C:24](=[CH:23][CH:22]=[CH:21][C:20]=4[CH3:25])[N:15]3[CH3:14])=[O:13])[CH:10]=2)[CH:7]=1. (6) Given the reactants [OH:1][CH2:2][C:3]1[C:4]([NH2:27])=[N:5][CH:6]=[C:7]([C:9]2[CH:10]=[N:11][N:12]([CH:14]3[CH2:19][CH2:18][N:17]([C:20]([O:22][C:23]([CH3:26])([CH3:25])[CH3:24])=[O:21])[CH2:16][CH2:15]3)[CH:13]=2)[CH:8]=1.[F:28][C:29]1[CH:30]=[C:31](O)[CH:32]=[CH:33][CH:34]=1.C1C=CC(P(C2C=CC=CC=2)C2C=CC=CC=2)=CC=1.CC(OC(/N=N/C(OC(C)C)=O)=O)C, predict the reaction product. The product is: [F:28][C:29]1[CH:34]=[C:33]([CH:32]=[CH:31][CH:30]=1)[O:1][CH2:2][C:3]1[C:4]([NH2:27])=[N:5][CH:6]=[C:7]([C:9]2[CH:10]=[N:11][N:12]([CH:14]3[CH2:15][CH2:16][N:17]([C:20]([O:22][C:23]([CH3:24])([CH3:26])[CH3:25])=[O:21])[CH2:18][CH2:19]3)[CH:13]=2)[CH:8]=1. (7) Given the reactants Cl[C:2]1[C:11]2[C:6](=C[C:8]([NH:12]S(C3C=CC(C)=CC=3)(=O)=O)=[CH:9][CH:10]=2)[CH:5]=[CH:4][N:3]=1.[NH3:23], predict the reaction product. The product is: [NH2:23][C:8]1[CH:9]=[CH:10][C:11]2[C:6](=[CH:5][CH:4]=[N:3][CH:2]=2)[N:12]=1.